From a dataset of Full USPTO retrosynthesis dataset with 1.9M reactions from patents (1976-2016). Predict the reactants needed to synthesize the given product. (1) Given the product [C:28]([O:32][C:33](=[O:36])[NH:34][NH2:35])([CH3:31])([CH3:30])[CH3:29].[C:1]([OH:19])(=[O:32])[CH2:2][CH2:3][CH2:4][CH2:5][CH2:6][CH2:7][CH2:8][CH2:9][CH2:10][CH2:11][CH2:12][CH2:13][CH2:14][CH2:15][CH2:16][CH2:17][CH3:18], predict the reactants needed to synthesize it. The reactants are: [C:1](Cl)(=[O:19])[CH2:2][CH2:3][CH2:4][CH2:5][CH2:6][CH2:7][CH2:8][CH2:9][CH2:10][CH2:11][CH2:12][CH2:13][CH2:14][CH2:15][CH2:16][CH2:17][CH3:18].C(N(CC)CC)C.[C:28]([O:32][C:33](=[O:36])[NH:34][NH2:35])([CH3:31])([CH3:30])[CH3:29]. (2) Given the product [N:5]1([C:21]([C:13]2[CH:12]=[C:11]([CH:16]=[C:15]([C:17]([N:5]3[CH2:9][CH2:8][CH2:7][CH2:6]3)=[O:19])[CH:14]=2)[NH2:10])=[O:23])[CH2:9][CH2:8][CH2:7][CH2:6]1, predict the reactants needed to synthesize it. The reactants are: C[Al](C)C.[NH:5]1[CH2:9][CH2:8][CH2:7][CH2:6]1.[NH2:10][C:11]1[CH:12]=[C:13]([C:21]([O:23]C)=O)[CH:14]=[C:15]([C:17]([O:19]C)=O)[CH:16]=1.O. (3) Given the product [F:28][C:29]([F:34])([F:33])[C:30]([OH:32])=[O:31].[OH:1][C:2]1([CH2:15][N:16]2[C:25](=[O:26])[C:24]3[C:19](=[C:20]([CH3:27])[CH:21]=[CH:22][CH:23]=3)[N:18]=[CH:17]2)[CH2:3][CH2:4][NH:5][CH2:6][CH2:7]1, predict the reactants needed to synthesize it. The reactants are: [OH:1][C:2]1([CH2:15][N:16]2[C:25](=[O:26])[C:24]3[C:19](=[C:20]([CH3:27])[CH:21]=[CH:22][CH:23]=3)[N:18]=[CH:17]2)[CH2:7][CH2:6][N:5](C(OC(C)(C)C)=O)[CH2:4][CH2:3]1.[F:28][C:29]([F:34])([F:33])[C:30]([OH:32])=[O:31]. (4) Given the product [CH:18]([O:20][C:43](=[O:28])[NH:40][C:12]1[N:8]([C:5]2[CH:4]=[CH:3][C:2]([Br:1])=[CH:7][CH:6]=2)[N:9]=[N:10][C:11]=1[CH3:16])([CH3:19])[CH3:17], predict the reactants needed to synthesize it. The reactants are: [Br:1][C:2]1[CH:7]=[CH:6][C:5]([N:8]2[C:12](C(O)=O)=[C:11]([CH3:16])[N:10]=[N:9]2)=[CH:4][CH:3]=1.[CH3:17][CH:18]([OH:20])[CH3:19].C1(P(N=[N+]=[N-])(C2C=CC=CC=2)=[O:28])C=CC=CC=1.C([N:40]([CH2:43]C)CC)C.